Dataset: Forward reaction prediction with 1.9M reactions from USPTO patents (1976-2016). Task: Predict the product of the given reaction. Given the reactants C(OC([NH:8][CH:9]([CH2:14][C:15]1[CH:20]=[CH:19][C:18]([O:21][C:22]2[CH:27]=[CH:26][C:25]([NH:28][C:29]3[CH:34]=[CH:33][CH:32]=[CH:31][N:30]=3)=[CH:24][CH:23]=2)=[CH:17][CH:16]=1)[C:10]([O:12][CH3:13])=[O:11])=O)(C)(C)C.[ClH:35], predict the reaction product. The product is: [ClH:35].[ClH:35].[NH2:8][CH:9]([CH2:14][C:15]1[CH:16]=[CH:17][C:18]([O:21][C:22]2[CH:27]=[CH:26][C:25]([NH:28][C:29]3[CH:34]=[CH:33][CH:32]=[CH:31][N:30]=3)=[CH:24][CH:23]=2)=[CH:19][CH:20]=1)[C:10]([O:12][CH3:13])=[O:11].